This data is from Forward reaction prediction with 1.9M reactions from USPTO patents (1976-2016). The task is: Predict the product of the given reaction. Given the reactants C1C2C(COC([NH:18][CH2:19][CH2:20][CH2:21][CH2:22][CH2:23][C:24]([NH:26][C@H:27]([C:31]([NH:33][C@H:34]([C:42]([NH:44][C:45]3[CH:50]=[CH:49][C:48]([CH2:51][O:52][C:53](=[O:94])[NH:54][CH2:55][NH:56][C:57](=[O:93])[CH2:58][C@H:59]4[O:66][C@H:65](/[CH:67]=[CH:68]/[C:69](/[CH3:91])=[CH:70]/[CH2:71][C@H:72]5[C@@H:77]([CH3:78])[CH2:76][C@@H:75]([NH:79][C:80](=[O:89])/[CH:81]=[CH:82]\[C@@H:83]([O:85][C:86](=[O:88])[CH3:87])[CH3:84])[C@@H:74]([CH3:90])[O:73]5)[C@@H:64]([OH:92])[C@@:61]5([O:63][CH2:62]5)[CH2:60]4)=[CH:47][CH:46]=3)=[O:43])[CH2:35][CH2:36][CH2:37][NH:38][C:39](=[O:41])[NH2:40])=[O:32])[CH:28]([CH3:30])[CH3:29])=[O:25])=O)C3C(=CC=CC=3)C=2C=CC=1.N1CCCCC1.NCCCCCC(N[C@H](C(N[C@H](C(NC1C=CC(COC(NNC(=O)C[C@H]2O[C@H](/C=C/C(/C)=C/C[C@H]3[C@@H](C)C[C@@H](NC(=O)/C=C\[C@@H](OC(=O)C)C)[C@@H](C)O3)[C@@H](O)[C@@]3(OC3)C2)=O)=CC=1)=O)CCCNC(=O)N)=O)C(C)C)=O, predict the reaction product. The product is: [NH2:18][CH2:19][CH2:20][CH2:21][CH2:22][CH2:23][C:24]([NH:26][C@H:27]([C:31]([NH:33][C@H:34]([C:42]([NH:44][C:45]1[CH:46]=[CH:47][C:48]([CH2:51][O:52][C:53](=[O:94])[NH:54][CH2:55][NH:56][C:57](=[O:93])[CH2:58][C@H:59]2[O:66][C@H:65](/[CH:67]=[CH:68]/[C:69](/[CH3:91])=[CH:70]/[CH2:71][C@H:72]3[C@@H:77]([CH3:78])[CH2:76][C@@H:75]([NH:79][C:80](=[O:89])/[CH:81]=[CH:82]\[C@@H:83]([O:85][C:86](=[O:88])[CH3:87])[CH3:84])[C@@H:74]([CH3:90])[O:73]3)[C@@H:64]([OH:92])[C@@:61]3([O:63][CH2:62]3)[CH2:60]2)=[CH:49][CH:50]=1)=[O:43])[CH2:35][CH2:36][CH2:37][NH:38][C:39](=[O:41])[NH2:40])=[O:32])[CH:28]([CH3:30])[CH3:29])=[O:25].